Regression. Given two drug SMILES strings and cell line genomic features, predict the synergy score measuring deviation from expected non-interaction effect. From a dataset of NCI-60 drug combinations with 297,098 pairs across 59 cell lines. Drug 1: C1C(C(OC1N2C=NC(=NC2=O)N)CO)O. Drug 2: C(CN)CNCCSP(=O)(O)O. Cell line: CCRF-CEM. Synergy scores: CSS=20.2, Synergy_ZIP=-2.20, Synergy_Bliss=-4.08, Synergy_Loewe=-21.1, Synergy_HSA=0.204.